This data is from Retrosynthesis with 50K atom-mapped reactions and 10 reaction types from USPTO. The task is: Predict the reactants needed to synthesize the given product. (1) Given the product C=CCCCc1ccc(C=O)cc1, predict the reactants needed to synthesize it. The reactants are: C=CCCCc1ccc(Br)cc1.O=C=O. (2) Given the product CCOc1cc(Cl)c(S(C)(=O)=O)cc1C1=N[C@@](C)(c2ccc(Cl)cc2)[C@@](C)(c2ccc(Cl)cc2)N1C(=O)N1CCC(N(C)CCCN(C)C)C1, predict the reactants needed to synthesize it. The reactants are: CCOc1cc(Cl)c(S(C)(=O)=O)cc1C1=N[C@@](C)(c2ccc(Cl)cc2)[C@@](C)(c2ccc(Cl)cc2)N1C(=O)Cl.CN(C)CCCN(C)C1CCNC1. (3) Given the product CCC(CC)(c1ccc(CCC(O)C(C)(C)C)c(C)c1)c1ccc(OCCN)c(C)c1, predict the reactants needed to synthesize it. The reactants are: CCC(CC)(c1ccc(O)c(C)c1)c1ccc(CCC(O)C(C)(C)C)c(C)c1.NCCBr. (4) Given the product CS(=O)(=O)NCCCC(N)=O, predict the reactants needed to synthesize it. The reactants are: CCOC(=O)CCCNS(C)(=O)=O.[NH4+]. (5) Given the product Cn1c(CN2CCC(C(C)(C)O)CC2)nc2c(N3CCOCC3)nc(-n3c([C@@H]4CCCO4)nc4ccccc43)nc21, predict the reactants needed to synthesize it. The reactants are: Cn1c(CN2CCC(C(C)(C)O)CC2)nc2c(N3CCOCC3)nc(Cl)nc21.c1ccc2[nH]c(C3CCCO3)nc2c1. (6) Given the product CCc1cc(C(=O)N2CSc3ccccc32)cc(C#N)c1OC, predict the reactants needed to synthesize it. The reactants are: CCc1cc(C(=O)Cl)cc(C#N)c1OC.c1ccc2c(c1)NCS2. (7) Given the product COC(=O)c1ccc2c(C(C)C)c[nH]c2c1, predict the reactants needed to synthesize it. The reactants are: CC(C)Br.COC(=O)c1ccc2cc[nH]c2c1. (8) Given the product CNC(=O)c1ccc(F)cc1C(F)(F)F, predict the reactants needed to synthesize it. The reactants are: CN.O=C(O)c1ccc(F)cc1C(F)(F)F. (9) Given the product CSCCC(CN1C(=O)c2ccccc2C1=O)NC(=O)OC(C)(C)C, predict the reactants needed to synthesize it. The reactants are: CSCCC(CO)NC(=O)OC(C)(C)C.O=C1NC(=O)c2ccccc21.